Task: Binary Classification. Given a drug SMILES string, predict its activity (active/inactive) in a high-throughput screening assay against a specified biological target.. Dataset: Choline transporter screen with 302,306 compounds (1) The compound is O(c1c2CCN(C(=O)c2ccc1)CC)CC(=O)N1CCc2c1cccc2. The result is 0 (inactive). (2) The result is 0 (inactive). The compound is Clc1ccc(N2CC(CC2=O)C(=O)Nc2sccn2)cc1. (3) The drug is S(=O)(=O)(N)c1ccc(NC(=O)CN2CCN(CC2)CCn2c(ccc2C)C)cc1. The result is 0 (inactive).